From a dataset of Forward reaction prediction with 1.9M reactions from USPTO patents (1976-2016). Predict the product of the given reaction. (1) Given the reactants CC(C)([O-])C.[K+].[F:7][C:8]([F:12])([F:11])[CH2:9][OH:10].Cl[C:14]1[N:19]=[CH:18][C:17]([C:20](=[O:22])[CH3:21])=[CH:16][C:15]=1[O:23][CH3:24].[Cl-].[NH4+], predict the reaction product. The product is: [CH3:24][O:23][C:15]1[CH:16]=[C:17]([C:20](=[O:22])[CH3:21])[CH:18]=[N:19][C:14]=1[O:10][CH2:9][C:8]([F:12])([F:11])[F:7]. (2) Given the reactants [CH2:1]([O:8][C:9](=[O:18])[CH2:10][C:11]([CH2:13][O:14][CH2:15][CH2:16][Cl:17])=O)[C:2]1[CH:7]=[CH:6][CH:5]=[CH:4][CH:3]=1.[Cl:19][C:20]1[CH:21]=[C:22]([CH:25]=[CH:26][CH:27]=1)[CH:23]=O.N1CCCCC1.[C:34]([CH2:36][CH2:37][O:38][C:39](=[O:44])/[CH:40]=[C:41](\[NH2:43])/[CH3:42])#[N:35], predict the reaction product. The product is: [C:34]([CH2:36][CH2:37][O:38][C:39]([C:40]1[CH:23]([C:22]2[CH:25]=[CH:26][CH:27]=[C:20]([Cl:19])[CH:21]=2)[C:10]([C:9]([O:8][CH2:1][C:2]2[CH:7]=[CH:6][CH:5]=[CH:4][CH:3]=2)=[O:18])=[C:11]([CH2:13][O:14][CH2:15][CH2:16][Cl:17])[NH:43][C:41]=1[CH3:42])=[O:44])#[N:35]. (3) Given the reactants ClC1C=C(C=CC=1)C(OO)=[O:6].[Br:12][C:13]1[CH:14]=[N:15][C:16]([N:19]2[C:27]3[C:22](=[CH:23][CH:24]=[C:25]([C:28]([N:30]4[CH2:35][CH2:34][O:33][CH2:32][CH2:31]4)=[O:29])[CH:26]=3)[C:21]([S:36][CH3:37])=[CH:20]2)=[N:17][CH:18]=1.S([O-])([O-])=O.[Na+].[Na+], predict the reaction product. The product is: [Br:12][C:13]1[CH:18]=[N:17][C:16]([N:19]2[C:27]3[C:22](=[CH:23][CH:24]=[C:25]([C:28]([N:30]4[CH2:31][CH2:32][O:33][CH2:34][CH2:35]4)=[O:29])[CH:26]=3)[C:21]([S:36]([CH3:37])=[O:6])=[CH:20]2)=[N:15][CH:14]=1. (4) Given the reactants [C:1]1([CH3:7])[CH:6]=[CH:5]C=CC=1.[C:8](Cl)(=[O:13])[C:9](C)([CH3:11])[CH3:10].[CH2:15]([NH:17][CH:18]([CH3:20])[CH3:19])[CH3:16].[OH-:21].[Na+], predict the reaction product. The product is: [CH2:15]([N:17]([CH:18]([CH3:20])[CH3:19])[C:8](=[O:13])[C:9]1[CH:11]=[C:1]([CH3:7])[CH:6]=[C:5]([OH:21])[CH:10]=1)[CH3:16]. (5) Given the reactants [Cl:1][C:2]1[C:7]([C:8]#[N:9])=[C:6](Cl)[N:5]=[C:4]([S:11][CH3:12])[N:3]=1.C(N(CC)CC)C.[CH2:20]([O:22][C:23](=[O:26])[CH2:24][SH:25])[CH3:21], predict the reaction product. The product is: [CH2:20]([O:22][C:23](=[O:26])[CH2:24][S:25][C:6]1[C:7]([C:8]#[N:9])=[C:2]([Cl:1])[N:3]=[C:4]([S:11][CH3:12])[N:5]=1)[CH3:21]. (6) Given the reactants [O:1]1CCO[CH:2]1[C:6]1[S:14][C:13]2[CH2:12][CH2:11][CH2:10][O:9][C:8]=2[CH:7]=1.CC1C=CC(S(O)(=O)=O)=CC=1, predict the reaction product. The product is: [S:14]1[C:13]2[CH2:12][CH2:11][CH2:10][O:9][C:8]=2[CH:7]=[C:6]1[CH:2]=[O:1].